Task: Predict which catalyst facilitates the given reaction.. Dataset: Catalyst prediction with 721,799 reactions and 888 catalyst types from USPTO (1) Reactant: Br[C:2]1[CH:3]=[N:4][C:5]([OH:11])=[C:6]([CH:10]=1)[C:7]([OH:9])=[O:8].[C:12]1(B(O)O)[CH:17]=[CH:16][CH:15]=[CH:14][CH:13]=1.C([O-])([O-])=O.[Cs+].[Cs+]. Product: [O:11]=[C:5]1[C:6]([C:7]([OH:9])=[O:8])=[CH:10][C:2]([C:12]2[CH:17]=[CH:16][CH:15]=[CH:14][CH:13]=2)=[CH:3][NH:4]1. The catalyst class is: 18. (2) Reactant: [Br:1][C:2]1[CH:7]=[CH:6][CH:5]=[CH:4][C:3]=1[CH2:8][CH2:9][OH:10].[O:11]1[CH:16]=[CH:15][CH2:14][CH2:13][CH2:12]1.C12(CS(O)(=O)=O)C(C)(C)C(CC1)CC2=O.C([O-])([O-])=O.[K+].[K+]. Product: [Br:1][C:2]1[CH:7]=[CH:6][CH:5]=[CH:4][C:3]=1[CH2:8][CH2:9][O:10][CH:12]1[CH2:13][CH2:14][CH2:15][CH2:16][O:11]1. The catalyst class is: 2. (3) Reactant: CCN(C(C)C)C(C)C.[C:10]1([NH:16][C:17]2[N:22]=[CH:21][C:20]([C:23]([OH:25])=O)=[CH:19][CH:18]=2)[CH:15]=[CH:14][CH:13]=[CH:12][CH:11]=1.CCN=C=NCCCN(C)C.C1C=CC2N(O)N=NC=2C=1.[NH2:47][CH2:48][C:49]([N:51]1[CH2:56][CH2:55][N:54]([C:57](=[O:68])[C:58]2[CH:63]=[CH:62][CH:61]=[CH:60][C:59]=2[C:64]([F:67])([F:66])[F:65])[CH2:53][CH2:52]1)=[O:50].Cl. Product: [O:50]=[C:49]([N:51]1[CH2:52][CH2:53][N:54]([C:57](=[O:68])[C:58]2[CH:63]=[CH:62][CH:61]=[CH:60][C:59]=2[C:64]([F:67])([F:66])[F:65])[CH2:55][CH2:56]1)[CH2:48][NH:47][C:23](=[O:25])[C:20]1[CH:19]=[CH:18][C:17]([NH:16][C:10]2[CH:11]=[CH:12][CH:13]=[CH:14][CH:15]=2)=[N:22][CH:21]=1. The catalyst class is: 18. (4) Reactant: [CH3:1][N:2]([CH3:28])[CH:3]1[CH2:8][CH2:7][N:6]([C:9]2[CH:14]=[CH:13][C:12]([NH:15][C:16]3[N:21]=[C:20]4[N:22]([CH3:27])[C:23](=[O:26])[NH:24][CH2:25][C:19]4=[CH:18][N:17]=3)=[CH:11][CH:10]=2)[CH2:5][CH2:4]1.FC(F)(F)C(O)=O.CC(C)([O-])C.[K+]. Product: [CH3:1][N:2]([CH3:28])[CH:3]1[CH2:4][CH2:5][N:6]([C:9]2[CH:14]=[CH:13][C:12]([NH:15][C:16]3[N:21]=[C:20]4[N:22]([CH3:27])[C:23](=[O:26])[N:24]=[CH:25][C:19]4=[CH:18][N:17]=3)=[CH:11][CH:10]=2)[CH2:7][CH2:8]1. The catalyst class is: 7. (5) Product: [Br:33][CH2:34][CH2:35][CH2:36][C:10]#[C:9][CH2:8][O:7][CH:2]1[CH2:3][CH2:4][CH2:5][CH2:6][O:1]1. The catalyst class is: 7. Reactant: [O:1]1[CH2:6][CH2:5][CH2:4][CH2:3][CH:2]1[O:7][CH2:8][C:9]#[CH:10].CCCCCC.C([Li])CCC.CN(C)P(=O)(N(C)C)N(C)C.[Br:33][CH2:34][CH2:35][CH2:36]Br. (6) Reactant: [CH3:1][O:2][C:3]([CH:5]1[CH2:9][CH2:8][CH2:7][N:6]1[NH:10][CH2:11][CH2:12][CH:13]([CH3:15])[CH3:14])=[O:4].[CH3:16][S:17]([NH:20][C:21]1[CH:36]=[CH:35][C:24]2[NH:25][C:26]([CH2:31][C:32](O)=[O:33])=[N:27][S:28](=[O:30])(=[O:29])[C:23]=2[CH:22]=1)(=[O:19])=[O:18]. Product: [CH3:1][O:2][C:3]([CH:5]1[CH2:9][CH2:8][CH2:7][N:6]1[N:10]([C:32](=[O:33])[CH2:31][C:26]1[NH:25][C:24]2[CH:35]=[CH:36][C:21]([NH:20][S:17]([CH3:16])(=[O:19])=[O:18])=[CH:22][C:23]=2[S:28](=[O:29])(=[O:30])[N:27]=1)[CH2:11][CH2:12][CH:13]([CH3:15])[CH3:14])=[O:4]. The catalyst class is: 204. (7) Reactant: [Br:1][C:2]1[CH:7]=[CH:6][C:5]([C@H:8]([NH2:10])[CH3:9])=[CH:4][CH:3]=1.[C:11]([O:17][CH2:18][CH3:19])(=[O:16])[CH2:12][C:13](O)=[O:14].C1C=CC2N(O)N=NC=2C=1. Product: [CH2:18]([O:17][C:11](=[O:16])[CH2:12][C:13]([NH:10][C@@H:8]([C:5]1[CH:6]=[CH:7][C:2]([Br:1])=[CH:3][CH:4]=1)[CH3:9])=[O:14])[CH3:19]. The catalyst class is: 2. (8) Reactant: [CH:1]1([C:4]2[C:12]3[C:7](=[N:8][CH:9]=[C:10]([NH2:13])[CH:11]=3)[NH:6][N:5]=2)[CH2:3][CH2:2]1.[F:14][C:15]1[C:23]([NH:24][S:25]([CH2:28][CH2:29][CH2:30][F:31])(=[O:27])=[O:26])=[CH:22][CH:21]=[C:20]([F:32])[C:16]=1[C:17](O)=[O:18].CCN=C=NCCCN(C)C.C1C=CC2N(O)N=NC=2C=1. Product: [CH:1]1([C:4]2[C:12]3[C:7](=[N:8][CH:9]=[C:10]([NH:13][C:17](=[O:18])[C:16]4[C:20]([F:32])=[CH:21][CH:22]=[C:23]([NH:24][S:25]([CH2:28][CH2:29][CH2:30][F:31])(=[O:26])=[O:27])[C:15]=4[F:14])[CH:11]=3)[NH:6][N:5]=2)[CH2:3][CH2:2]1. The catalyst class is: 3. (9) The catalyst class is: 8. Product: [CH2:26]([O:6][C:7]1[CH:14]=[CH:13][C:10]([CH:11]=[O:12])=[CH:9][CH:8]=1)[CH2:25][CH2:24][CH2:23][CH2:22][CH2:21][CH2:20][CH2:19][CH2:18][CH:17]=[CH2:16]. Reactant: [O-]CC.[Na+].[Na].[OH:6][C:7]1[CH:14]=[CH:13][C:10]([CH:11]=[O:12])=[CH:9][CH:8]=1.Br[CH2:16][CH2:17][CH2:18][CH2:19][CH2:20][CH2:21][CH2:22][CH2:23][CH2:24][CH:25]=[CH2:26].